This data is from Peptide-MHC class I binding affinity with 185,985 pairs from IEDB/IMGT. The task is: Regression. Given a peptide amino acid sequence and an MHC pseudo amino acid sequence, predict their binding affinity value. This is MHC class I binding data. The peptide sequence is IRSCWRYRK. The MHC is HLA-B73:01 with pseudo-sequence HLA-B73:01. The binding affinity (normalized) is 0.236.